Dataset: NCI-60 drug combinations with 297,098 pairs across 59 cell lines. Task: Regression. Given two drug SMILES strings and cell line genomic features, predict the synergy score measuring deviation from expected non-interaction effect. (1) Drug 1: C1C(C(OC1N2C=C(C(=O)NC2=O)F)CO)O. Drug 2: CCC1(CC2CC(C3=C(CCN(C2)C1)C4=CC=CC=C4N3)(C5=C(C=C6C(=C5)C78CCN9C7C(C=CC9)(C(C(C8N6C)(C(=O)OC)O)OC(=O)C)CC)OC)C(=O)OC)O.OS(=O)(=O)O. Cell line: OVCAR-5. Synergy scores: CSS=22.6, Synergy_ZIP=-1.57, Synergy_Bliss=-2.43, Synergy_Loewe=-3.81, Synergy_HSA=-0.795. (2) Drug 1: CS(=O)(=O)C1=CC(=C(C=C1)C(=O)NC2=CC(=C(C=C2)Cl)C3=CC=CC=N3)Cl. Drug 2: CC12CCC(CC1=CCC3C2CCC4(C3CC=C4C5=CN=CC=C5)C)O. Cell line: 786-0. Synergy scores: CSS=10.4, Synergy_ZIP=-5.24, Synergy_Bliss=0.749, Synergy_Loewe=0.734, Synergy_HSA=1.98. (3) Synergy scores: CSS=38.1, Synergy_ZIP=-4.81, Synergy_Bliss=-9.34, Synergy_Loewe=-9.78, Synergy_HSA=-7.90. Drug 1: CC12CCC(CC1=CCC3C2CCC4(C3CC=C4C5=CN=CC=C5)C)O. Drug 2: C1=C(C(=O)NC(=O)N1)F. Cell line: UACC62. (4) Drug 1: CC12CCC(CC1=CCC3C2CCC4(C3CC=C4C5=CN=CC=C5)C)O. Drug 2: C1CCC(C1)C(CC#N)N2C=C(C=N2)C3=C4C=CNC4=NC=N3. Cell line: SF-268. Synergy scores: CSS=-2.08, Synergy_ZIP=1.24, Synergy_Bliss=5.34, Synergy_Loewe=-1.95, Synergy_HSA=0.351. (5) Drug 1: CC1C(C(CC(O1)OC2CC(CC3=C2C(=C4C(=C3O)C(=O)C5=C(C4=O)C(=CC=C5)OC)O)(C(=O)C)O)N)O.Cl. Drug 2: C1=CC(=CC=C1C#N)C(C2=CC=C(C=C2)C#N)N3C=NC=N3. Cell line: NCI-H522. Synergy scores: CSS=11.2, Synergy_ZIP=-7.01, Synergy_Bliss=-2.70, Synergy_Loewe=-15.6, Synergy_HSA=-1.13. (6) Drug 1: CC1=CC2C(CCC3(C2CCC3(C(=O)C)OC(=O)C)C)C4(C1=CC(=O)CC4)C. Drug 2: CC(C1=C(C=CC(=C1Cl)F)Cl)OC2=C(N=CC(=C2)C3=CN(N=C3)C4CCNCC4)N. Cell line: CCRF-CEM. Synergy scores: CSS=1.82, Synergy_ZIP=-11.9, Synergy_Bliss=-22.2, Synergy_Loewe=-33.2, Synergy_HSA=-23.3. (7) Drug 1: CN1CCC(CC1)COC2=C(C=C3C(=C2)N=CN=C3NC4=C(C=C(C=C4)Br)F)OC. Drug 2: CN1C2=C(C=C(C=C2)N(CCCl)CCCl)N=C1CCCC(=O)O.Cl. Cell line: NCI-H226. Synergy scores: CSS=6.63, Synergy_ZIP=-2.86, Synergy_Bliss=-1.33, Synergy_Loewe=-5.50, Synergy_HSA=-1.15.